This data is from Full USPTO retrosynthesis dataset with 1.9M reactions from patents (1976-2016). The task is: Predict the reactants needed to synthesize the given product. (1) Given the product [Cl:26][C:21]1[CH:20]=[C:19]([NH:18][C:5]2[C:4]3[C:9](=[C:10](/[CH:12]=[CH:13]/[CH2:14][OH:15])[CH:11]=[C:2]([NH:1][CH2:35][C:34]4[NH:30][CH:31]=[N:32][CH:33]=4)[CH:3]=3)[CH:28]=[CH:27][C:6]=2[C:7]#[N:8])[CH:24]=[CH:23][C:22]=1[F:25], predict the reactants needed to synthesize it. The reactants are: [NH2:1][C:2]1[CH:3]=[C:4]2[C:9](=[C:10](/[CH:12]=[CH:13]/[CH2:14][OH:15])[CH:11]=1)[N:8]=[CH:7][C:6](C#N)=[C:5]2[NH:18][C:19]1[CH:24]=[CH:23][C:22]([F:25])=[C:21]([Cl:26])[CH:20]=1.[CH2:27](O)[CH3:28].[NH:30]1[C:34]([CH:35]=O)=[CH:33][N:32]=[CH:31]1.C(O[BH-](OC(=O)C)OC(=O)C)(=O)C.[Na+]. (2) The reactants are: Br[C:2]1[CH:3]=[C:4]([CH:7]=[CH:8][C:9]=1[CH:10]1[N:16]2[CH:17]=[N:18][CH:19]=[C:15]2[CH2:14][CH2:13][CH2:12][CH2:11]1)[C:5]#[N:6].C(=O)([O-])[O-].[Na+].[Na+].[F:26][C:27]1[CH:32]=[CH:31][C:30](B(O)O)=[CH:29][CH:28]=1. Given the product [F:26][C:27]1[CH:32]=[CH:31][C:30]([C:2]2[C:9]([CH:10]3[N:16]4[CH:17]=[N:18][CH:19]=[C:15]4[CH2:14][CH2:13][CH2:12][CH2:11]3)=[CH:8][CH:7]=[C:4]([C:5]#[N:6])[CH:3]=2)=[CH:29][CH:28]=1, predict the reactants needed to synthesize it. (3) Given the product [CH3:15][O:16][C:17]1[CH:18]=[C:19]([CH:21]=[CH:22][CH:23]=1)[N:20]=[CH:1][C:3]1[CH:8]=[CH:7][C:6]([C:9]2[CH:10]=[N:11][CH:12]=[N:13][CH:14]=2)=[CH:5][CH:4]=1, predict the reactants needed to synthesize it. The reactants are: [CH:1]([C:3]1[CH:8]=[CH:7][C:6]([C:9]2[CH:10]=[N:11][CH:12]=[N:13][CH:14]=2)=[CH:5][CH:4]=1)=O.[CH3:15][O:16][C:17]1[CH:18]=[C:19]([CH:21]=[CH:22][CH:23]=1)[NH2:20]. (4) Given the product [Cl:8][C:5]1[N:4]=[C:3]([NH2:9])[C:2]([C:12]2[C:11]([F:10])=[CH:16][N:15]=[C:14]([O:17][CH3:18])[CH:13]=2)=[N:7][CH:6]=1, predict the reactants needed to synthesize it. The reactants are: Br[C:2]1[C:3]([NH2:9])=[N:4][C:5]([Cl:8])=[CH:6][N:7]=1.[F:10][C:11]1[C:12](B(O)O)=[CH:13][C:14]([O:17][CH3:18])=[N:15][CH:16]=1.C([O-])([O-])=O.[Cs+].[Cs+]. (5) The reactants are: [C:1]([O:5][C:6]([N:8]1[CH:13]([CH3:14])[CH2:12][C:11]2[NH:15][N:16]=[C:17]([OH:18])[C:10]=2[CH2:9]1)=[O:7])([CH3:4])([CH3:3])[CH3:2].[F:19][C:20]([F:39])([F:38])[S:21](N(C1C=CC=CC=1)[S:21]([C:20]([F:39])([F:38])[F:19])(=[O:23])=[O:22])(=[O:23])=[O:22]. Given the product [C:1]([O:5][C:6]([N:8]1[CH:13]([CH3:14])[CH2:12][C:11]2[NH:15][N:16]=[C:17]([O:18][S:21]([C:20]([F:39])([F:38])[F:19])(=[O:23])=[O:22])[C:10]=2[CH2:9]1)=[O:7])([CH3:2])([CH3:3])[CH3:4], predict the reactants needed to synthesize it. (6) Given the product [C:12]([O:11][C:9]([N:3]1[CH2:4][CH2:5][S:1][CH:2]1[C:6]([OH:8])=[O:7])=[O:10])([CH3:15])([CH3:14])[CH3:13], predict the reactants needed to synthesize it. The reactants are: [S:1]1[CH2:5][CH2:4][NH:3][CH:2]1[C:6]([OH:8])=[O:7].[C:9](O[C:9]([O:11][C:12]([CH3:15])([CH3:14])[CH3:13])=[O:10])([O:11][C:12]([CH3:15])([CH3:14])[CH3:13])=[O:10]. (7) Given the product [CH3:1][C@@:2]12[C@@H:10]([C@H:11]([CH3:19])[CH2:12][CH2:13][C@H:14]([CH3:18])[CH:15]([CH3:16])[CH3:17])[CH2:9][CH2:8][C@H:7]1[C@@H:6]([OH:20])[CH2:5][CH2:4][CH2:3]2, predict the reactants needed to synthesize it. The reactants are: [CH3:1][C@@:2]12[C@@H:10]([C@H:11]([CH3:19])/[CH:12]=[CH:13]/[C@H:14]([CH3:18])[CH:15]([CH3:17])[CH3:16])[CH2:9][CH2:8][C@H:7]1[C@@H:6]([OH:20])[CH2:5][CH2:4][CH2:3]2. (8) Given the product [Br:16][C:17]1[CH:22]=[C:21]([N:10]2[C:11]3[C:7](=[CH:6][CH:5]=[CH:4][C:3]=3[O:2][CH3:1])[C:8]([C:12]([O:14][CH3:15])=[O:13])=[N:9]2)[CH:20]=[CH:19][CH:18]=1, predict the reactants needed to synthesize it. The reactants are: [CH3:1][O:2][C:3]1[CH:4]=[CH:5][CH:6]=[C:7]2[C:11]=1[NH:10][N:9]=[C:8]2[C:12]([O:14][CH3:15])=[O:13].[Br:16][C:17]1[CH:18]=[C:19](B(O)O)[CH:20]=[CH:21][CH:22]=1. (9) Given the product [Cl:20][C:5]1[C:6]([NH:8][C@@H:9]2[CH2:14][CH2:13][CH2:12][CH2:11][C@H:10]2[NH:15][S:16]([CH3:19])(=[O:18])=[O:17])=[N:7][C:2]([NH:33][C:31]2[CH:30]=[CH:29][C:24]3[NH:25][CH2:26][CH2:27][CH2:28][C:22]([CH3:34])([CH3:21])[C:23]=3[CH:32]=2)=[N:3][CH:4]=1, predict the reactants needed to synthesize it. The reactants are: Cl[C:2]1[N:7]=[C:6]([NH:8][C@@H:9]2[CH2:14][CH2:13][CH2:12][CH2:11][C@H:10]2[NH:15][S:16]([CH3:19])(=[O:18])=[O:17])[C:5]([Cl:20])=[CH:4][N:3]=1.[CH3:21][C:22]1([CH3:34])[CH2:28][CH2:27][CH2:26][NH:25][C:24]2[CH:29]=[CH:30][C:31]([NH2:33])=[CH:32][C:23]1=2.Cl.